This data is from Reaction yield outcomes from USPTO patents with 853,638 reactions. The task is: Predict the reaction yield, written as a fraction of the theoretical maximum amount of product (1.0 means a 100% yield; for example, 0.34 means a 34% yield). (1) The catalyst is C1COCC1. The yield is 0.820. The reactants are [OH-].[Na+].[CH3:3][CH:4]([CH2:11][C:12]1[CH:17]=[CH:16][C:15]([O:18][CH2:19][CH2:20][C:21]2[CH:26]=[CH:25][CH:24]=[C:23]([NH:27][CH3:28])[N:22]=2)=[CH:14][CH:13]=1)[CH2:5][C:6]([O:8]CC)=[O:7]. The product is [CH3:3][CH:4]([CH2:11][C:12]1[CH:17]=[CH:16][C:15]([O:18][CH2:19][CH2:20][C:21]2[CH:26]=[CH:25][CH:24]=[C:23]([NH:27][CH3:28])[N:22]=2)=[CH:14][CH:13]=1)[CH2:5][C:6]([OH:8])=[O:7]. (2) The reactants are [CH2:1]([O:3][C:4]1[CH:12]=[CH:11][C:7]([C:8]([OH:10])=O)=[CH:6][C:5]=1[C:13]([F:16])([F:15])[F:14])[CH3:2].C1C=CC2N(O)N=NC=2C=1.CCN=C=NCCCN(C)C.O[N:39]=[C:40]([C:42]1[C:43]2[CH2:44][CH2:45][CH:46]([OH:51])[C:47]=2[CH:48]=[CH:49][CH:50]=1)[NH2:41].[Na+].[Cl-]. The catalyst is CN(C=O)C. The product is [CH2:1]([O:3][C:4]1[CH:12]=[CH:11][C:7]([C:8]2[O:10][N:41]=[C:40]([C:42]3[CH:50]=[CH:49][CH:48]=[C:47]4[C:43]=3[CH2:44][CH2:45][CH:46]4[OH:51])[N:39]=2)=[CH:6][C:5]=1[C:13]([F:16])([F:15])[F:14])[CH3:2]. The yield is 0.510. (3) The reactants are [CH2:1]([O:3][C:4](=[O:16])[CH2:5][N:6]1[C:14]2[CH2:13][CH2:12][CH2:11][CH:10]([NH2:15])[C:9]=2[CH:8]=[N:7]1)[CH3:2].[N+:17]([C:20]1[CH:21]=[C:22]([S:26](Cl)(=[O:28])=[O:27])[CH:23]=[CH:24][CH:25]=1)([O-:19])=[O:18]. No catalyst specified. The product is [CH2:1]([O:3][C:4](=[O:16])[CH2:5][N:6]1[C:14]2[CH2:13][CH2:12][CH2:11][CH:10]([NH:15][S:26]([C:22]3[CH:23]=[CH:24][CH:25]=[C:20]([N+:17]([O-:19])=[O:18])[CH:21]=3)(=[O:27])=[O:28])[C:9]=2[CH:8]=[N:7]1)[CH3:2]. The yield is 0.636. (4) The reactants are [C:1]([C:3]1[CH:8]=[CH:7][C:6]([N:9]2[C@@H:13]3[CH2:14][CH2:15][CH2:16][CH2:17][C@H:12]3[N:11]([C:18]3[CH:27]=[CH:26][C:21]([C:22]([NH:24][CH3:25])=O)=[C:20]([F:28])[CH:19]=3)[C:10]2=[O:29])=[CH:5][C:4]=1[C:30]([F:33])([F:32])[F:31])#[N:2].COC1C=CC(P2(SP(C3C=CC(OC)=CC=3)(=S)S2)=[S:43])=CC=1. The catalyst is C1(C)C(C)=CC=CC=1. The product is [C:1]([C:3]1[CH:8]=[CH:7][C:6]([N:9]2[C@H:13]3[CH2:14][CH2:15][CH2:16][CH2:17][C@@H:12]3[N:11]([C:18]3[CH:27]=[CH:26][C:21]([C:22](=[S:43])[NH:24][CH3:25])=[C:20]([F:28])[CH:19]=3)[C:10]2=[O:29])=[CH:5][C:4]=1[C:30]([F:33])([F:32])[F:31])#[N:2]. The yield is 0.481. (5) The reactants are COC1C=CC(C[N:8]2[C:12]3=[N:13][CH:14]=[CH:15][C:16]([O:17][C:18]4[CH:23]=[CH:22][C:21]([NH:24][C:25]([C:27]5[C:32](=[O:33])[N:31]([C:34]6[CH:39]=[CH:38][C:37]([F:40])=[CH:36][CH:35]=6)[N:30]=[CH:29][CH:28]=5)=[O:26])=[CH:20][C:19]=4[F:41])=[C:11]3[C:10]([N:42]3[CH2:47][CH2:46][CH:45]([N:48](C)[C:49](=O)OC(C)(C)C)[CH2:44][CH2:43]3)=[N:9]2)=CC=1.C(O)(C(F)(F)F)=O. No catalyst specified. The product is [F:41][C:19]1[CH:20]=[C:21]([NH:24][C:25]([C:27]2[C:32](=[O:33])[N:31]([C:34]3[CH:35]=[CH:36][C:37]([F:40])=[CH:38][CH:39]=3)[N:30]=[CH:29][CH:28]=2)=[O:26])[CH:22]=[CH:23][C:18]=1[O:17][C:16]1[CH:15]=[CH:14][N:13]=[C:12]2[NH:8][N:9]=[C:10]([N:42]3[CH2:47][CH2:46][CH:45]([NH:48][CH3:49])[CH2:44][CH2:43]3)[C:11]=12. The yield is 0.243. (6) The reactants are [NH2:1][C@H:2]([C:4]1[N:9]([C:10]2[CH:15]=[CH:14][CH:13]=[CH:12][CH:11]=2)[C:8](=[O:16])[C:7]2=[C:17]([CH3:20])[CH:18]=[CH:19][N:6]2[N:5]=1)[CH3:3].[NH2:21][C:22]1[C:27]([C:28]([NH:30][C:31]2[CH:36]=[C:35]([OH:37])[CH:34]=[C:33]([F:38])[CH:32]=2)=[O:29])=[C:26](Br)[N:25]=[CH:24][N:23]=1.CCN(C(C)C)C(C)C.[F-].[Cs+]. The catalyst is C(O)(C)(C)C.C(OCC)(=O)C. The product is [NH2:21][C:22]1[C:27]([C:28]([NH:30][C:31]2[CH:36]=[C:35]([OH:37])[CH:34]=[C:33]([F:38])[CH:32]=2)=[O:29])=[C:26]([NH:1][C@H:2]([C:4]2[N:9]([C:10]3[CH:15]=[CH:14][CH:13]=[CH:12][CH:11]=3)[C:8](=[O:16])[C:7]3=[C:17]([CH3:20])[CH:18]=[CH:19][N:6]3[N:5]=2)[CH3:3])[N:25]=[CH:24][N:23]=1. The yield is 0.0800. (7) The reactants are [Cl:1][C:2]1[CH:3]=[C:4]([N:8]2[C:12](I)=[CH:11][C:10]([C:14]([F:17])([F:16])[F:15])=[N:9]2)[CH:5]=[CH:6][CH:7]=1.[Cu][C:19]#[N:20]. The catalyst is CN1CCCC1=O. The product is [Cl:1][C:2]1[CH:3]=[C:4]([N:8]2[C:12]([C:19]#[N:20])=[CH:11][C:10]([C:14]([F:17])([F:16])[F:15])=[N:9]2)[CH:5]=[CH:6][CH:7]=1. The yield is 0.690. (8) The reactants are [OH:1][C:2]1([C:14]2[CH:18]=[CH:17][S:16][CH:15]=2)[CH2:6][CH2:5][N:4]([C:7]([O:9][C:10]([CH3:13])([CH3:12])[CH3:11])=[O:8])[CH2:3]1.C1C(=O)N([Br:26])C(=O)C1.[O-]S([O-])=O.[Na+].[Na+].O. The catalyst is CC(O)=O.C(Cl)(Cl)Cl. The product is [Br:26][C:15]1[S:16][CH:17]=[CH:18][C:14]=1[C:2]1([OH:1])[CH2:6][CH2:5][N:4]([C:7]([O:9][C:10]([CH3:13])([CH3:11])[CH3:12])=[O:8])[CH2:3]1. The yield is 0.840.